From a dataset of Forward reaction prediction with 1.9M reactions from USPTO patents (1976-2016). Predict the product of the given reaction. Given the reactants [F:1][C@@H:2]1[CH2:6][N:5]([C:7]([O:9][C:10]([CH3:13])([CH3:12])[CH3:11])=[O:8])[C@H:4]([C:14](OC)=[O:15])[CH2:3]1.[BH4-].[Li+].C(O)(=O)C, predict the reaction product. The product is: [F:1][C@@H:2]1[CH2:6][N:5]([C:7]([O:9][C:10]([CH3:11])([CH3:12])[CH3:13])=[O:8])[C@H:4]([CH2:14][OH:15])[CH2:3]1.